This data is from Full USPTO retrosynthesis dataset with 1.9M reactions from patents (1976-2016). The task is: Predict the reactants needed to synthesize the given product. Given the product [CH3:1][C:2]1([CH3:22])[C:11]2[C:6](=[CH:7][CH:8]=[C:9]([CH3:12])[CH:10]=2)[NH:5][CH:4]([C:13]2[CH:14]=[C:15]([NH2:19])[CH:16]=[CH:17][CH:18]=2)[CH2:3]1, predict the reactants needed to synthesize it. The reactants are: [CH3:1][C:2]1([CH3:22])[C:11]2[C:6](=[CH:7][CH:8]=[C:9]([CH3:12])[CH:10]=2)[NH:5][CH:4]([C:13]2[CH:18]=[CH:17][CH:16]=[C:15]([N+:19]([O-])=O)[CH:14]=2)[CH2:3]1.Cl.